From a dataset of Forward reaction prediction with 1.9M reactions from USPTO patents (1976-2016). Predict the product of the given reaction. The product is: [CH3:17][O:18][C:19]1[C:28]([O:29][CH3:30])=[C:27]([O:31][CH3:32])[CH:26]=[C:25]2[C:20]=1[CH:21]=[CH:22][C:23]([CH:33]=[CH:11][C:12]([O:14][CH2:15][CH3:16])=[O:13])=[CH:24]2. Given the reactants [H-].[Na+].C(OP([CH2:11][C:12]([O:14][CH2:15][CH3:16])=[O:13])(OCC)=O)C.[CH3:17][O:18][C:19]1[C:28]([O:29][CH3:30])=[C:27]([O:31][CH3:32])[CH:26]=[C:25]2[C:20]=1[CH:21]=[CH:22][C:23]([CH:33]=O)=[CH:24]2, predict the reaction product.